This data is from NCI-60 drug combinations with 297,098 pairs across 59 cell lines. The task is: Regression. Given two drug SMILES strings and cell line genomic features, predict the synergy score measuring deviation from expected non-interaction effect. Drug 1: C1=NC2=C(N1)C(=S)N=CN2. Drug 2: CC1C(C(CC(O1)OC2CC(CC3=C2C(=C4C(=C3O)C(=O)C5=C(C4=O)C(=CC=C5)OC)O)(C(=O)CO)O)N)O.Cl. Cell line: MDA-MB-231. Synergy scores: CSS=39.9, Synergy_ZIP=-5.57, Synergy_Bliss=-2.13, Synergy_Loewe=-2.60, Synergy_HSA=0.341.